Dataset: Reaction yield outcomes from USPTO patents with 853,638 reactions. Task: Predict the reaction yield, written as a fraction of the theoretical maximum amount of product (1.0 means a 100% yield; for example, 0.34 means a 34% yield). (1) The reactants are [H-].[Na+].[C:3]([O:7][C:8]([N:10]1[CH2:15][CH2:14][CH:13]([OH:16])[CH2:12][CH2:11]1)=[O:9])([CH3:6])([CH3:5])[CH3:4].Br[C:18]1[CH:23]=[CH:22][C:21]([Br:24])=[CH:20][N:19]=1.C(O)(=O)CC(CC(O)=O)(C(O)=O)O. The catalyst is CN1CCCC1=O. The product is [C:3]([O:7][C:8]([N:10]1[CH2:15][CH2:14][CH:13]([O:16][C:18]2[CH:23]=[CH:22][C:21]([Br:24])=[CH:20][N:19]=2)[CH2:12][CH2:11]1)=[O:9])([CH3:6])([CH3:4])[CH3:5]. The yield is 0.580. (2) The catalyst is O. The product is [F:1][C:2]1[CH:3]=[C:4]([C:8]2[C:9]([N:26]3[CH2:27][CH2:28][N:29]([C:32]([O:34][C:35]([CH3:38])([CH3:37])[CH3:36])=[O:33])[CH2:30][CH2:31]3)=[C:10]3[CH:16]=[CH:15][NH:14][C:11]3=[N:12][CH:13]=2)[CH:5]=[CH:6][CH:7]=1. The reactants are [F:1][C:2]1[CH:3]=[C:4]([C:8]2[C:9]([N:26]3[CH2:31][CH2:30][N:29]([C:32]([O:34][C:35]([CH3:38])([CH3:37])[CH3:36])=[O:33])[CH2:28][CH2:27]3)=[C:10]3[CH:16]=[CH:15][N:14](S(C4C=CC=CC=4)(=O)=O)[C:11]3=[N:12][CH:13]=2)[CH:5]=[CH:6][CH:7]=1.C1COCC1.CO.[Li+].[OH-]. The yield is 0.923. (3) The reactants are C([NH:6][C:7]1[CH:12]=[CH:11][C:10]([N+:13]([O-:15])=[O:14])=[CH:9][C:8]=1[C:16]#[C:17][C:18]([CH3:24])(C)[C:19](OC)=O)(=O)CCC.CCCC[N+](CCCC)(CCCC)CCCC.[F-]. The catalyst is CN(C=O)C. The product is [CH:18]([C:17]1[NH:6][C:7]2[C:8]([CH:16]=1)=[CH:9][C:10]([N+:13]([O-:15])=[O:14])=[CH:11][CH:12]=2)([CH3:24])[CH3:19]. The yield is 0.330. (4) The product is [Cl:1][C:2]1[CH:7]=[CH:6][C:5]([S:8]([C:11]2([C:19]3[CH:24]=[C:23]([F:25])[CH:22]=[CH:21][C:20]=3[F:26])[CH2:17][CH2:16][CH2:15][CH2:14][CH2:13][CH2:12]2)(=[O:10])=[O:9])=[CH:4][CH:3]=1. The catalyst is C1(C)C=CC=CC=1.CCCCCC. The yield is 0.580. The reactants are [Cl:1][C:2]1[CH:7]=[CH:6][C:5]([S:8]([CH:11]([C:19]2[CH:24]=[C:23]([F:25])[CH:22]=[CH:21][C:20]=2[F:26])[CH2:12][CH2:13][CH2:14][CH2:15][CH2:16][CH2:17]O)(=[O:10])=[O:9])=[CH:4][CH:3]=1.C(C=P(CCCC)(CCCC)CCCC)#N. (5) The reactants are [N:1]1[C:2]([C:10]([OH:12])=O)=[CH:3][N:4]2[CH:9]=[CH:8][N:7]=[CH:6][C:5]=12.[NH2:13][C@@H:14]([CH3:30])[CH2:15][N:16]1[CH:20]=[CH:19][C:18]([C:21]2[CH:28]=[CH:27][C:24]([C:25]#[N:26])=[C:23]([Cl:29])[CH:22]=2)=[N:17]1. No catalyst specified. The product is [Cl:29][C:23]1[CH:22]=[C:21]([C:18]2[CH:19]=[CH:20][N:16]([CH2:15][C@@H:14]([NH:13][C:10]([C:2]3[N:1]=[C:5]4[CH:6]=[N:7][CH:8]=[CH:9][N:4]4[CH:3]=3)=[O:12])[CH3:30])[N:17]=2)[CH:28]=[CH:27][C:24]=1[C:25]#[N:26]. The yield is 0.900. (6) The reactants are [C:1]1([S:7]([C:10]2[CH:20]=[CH:19][C:13]3[NH:14][C:15](=O)[CH2:16][O:17][C:12]=3[CH:11]=2)(=[O:9])=[O:8])[CH:6]=[CH:5][CH:4]=[CH:3][CH:2]=1.Cl.O.C(=O)([O-])[O-].[K+].[K+]. The catalyst is C1COCC1. The product is [C:1]1([S:7]([C:10]2[CH:20]=[CH:19][C:13]3[NH:14][CH2:15][CH2:16][O:17][C:12]=3[CH:11]=2)(=[O:9])=[O:8])[CH:6]=[CH:5][CH:4]=[CH:3][CH:2]=1. The yield is 0.795. (7) The reactants are Br[C:2]1[CH:7]=[C:6]([O:8][C:9]([F:14])([F:13])[CH:10]([F:12])[F:11])[CH:5]=[C:4]([F:15])[CH:3]=1.[Li]CCCC.[F:21][C:22]1[CH:29]=[CH:28][C:25]([CH:26]=[O:27])=[CH:24][C:23]=1[O:30][CH3:31]. The catalyst is C(OCC)C. The product is [F:21][C:22]1[CH:29]=[CH:28][C:25]([CH:26]([C:2]2[CH:7]=[C:6]([O:8][C:9]([F:14])([F:13])[CH:10]([F:12])[F:11])[CH:5]=[C:4]([F:15])[CH:3]=2)[OH:27])=[CH:24][C:23]=1[O:30][CH3:31]. The yield is 0.660.